This data is from Catalyst prediction with 721,799 reactions and 888 catalyst types from USPTO. The task is: Predict which catalyst facilitates the given reaction. (1) Reactant: [CH3:1][S:2](Cl)(=[O:4])=[O:3].ClCCl.[CH2:9]([C@H:12]1[CH2:17][CH2:16][C@H:15]([CH2:18][CH2:19][C@H:20]2[CH2:25][CH2:24][C@H:23]([CH2:26][OH:27])[CH2:22][CH2:21]2)[CH2:14][CH2:13]1)[CH2:10][CH3:11].Cl. Product: [CH3:1][S:2]([O:27][CH2:26][C@H:23]1[CH2:22][CH2:21][C@H:20]([CH2:19][CH2:18][C@H:15]2[CH2:16][CH2:17][C@H:12]([CH2:9][CH2:10][CH3:11])[CH2:13][CH2:14]2)[CH2:25][CH2:24]1)(=[O:4])=[O:3]. The catalyst class is: 377. (2) Reactant: C[O:2][C:3]([C:5]1[C:10]([O:11][CH2:12][C:13]2[CH:18]=[CH:17][CH:16]=[CH:15][CH:14]=2)=[C:9]([S:19][CH3:20])[CH:8]=[C:7]([C:21]2[O:22][CH:23]=[CH:24][CH:25]=2)[N:6]=1)=[O:4].O1CCOCC1.[OH-].[Li+]. Product: [CH2:12]([O:11][C:10]1[C:5]([C:3]([OH:4])=[O:2])=[N:6][C:7]([C:21]2[O:22][CH:23]=[CH:24][CH:25]=2)=[CH:8][C:9]=1[S:19][CH3:20])[C:13]1[CH:18]=[CH:17][CH:16]=[CH:15][CH:14]=1. The catalyst class is: 6. (3) Reactant: [CH2:1]([O:8][C:9]1[CH:14]=[CH:13][C:12]([CH2:15][C:16]([O:18][CH2:19][C:20](=O)[C:21]2[CH:26]=[CH:25][N:24]=[CH:23][CH:22]=2)=[O:17])=[CH:11][CH:10]=1)[C:2]1[CH:7]=[CH:6][CH:5]=[CH:4][CH:3]=1.C(N(CC)CC)C. Product: [CH2:1]([O:8][C:9]1[CH:14]=[CH:13][C:12]([C:15]2[C:16](=[O:17])[O:18][CH2:19][C:20]=2[C:21]2[CH:26]=[CH:25][N:24]=[CH:23][CH:22]=2)=[CH:11][CH:10]=1)[C:2]1[CH:7]=[CH:6][CH:5]=[CH:4][CH:3]=1. The catalyst class is: 10. (4) Reactant: [CH:1]1[CH:2]=[CH:3][C:4]([O:7][C:8]2[C:9]([N:21]3[CH2:25][CH2:24][CH2:23][CH2:22]3)=[CH:10][C:11]([C:18]([OH:20])=[O:19])=[CH:12][C:13]=2[S:14]([NH2:17])(=[O:16])=[O:15])=[CH:5][CH:6]=1.Cl[CH2:27][C:28]#[N:29]. Product: [NH2:17][S:14]([C:13]1[CH:12]=[C:11]([CH:10]=[C:9]([N:21]2[CH2:22][CH2:23][CH2:24][CH2:25]2)[C:8]=1[O:7][C:4]1[CH:5]=[CH:6][CH:1]=[CH:2][CH:3]=1)[C:18]([O:20][CH2:27][C:28]#[N:29])=[O:19])(=[O:16])=[O:15]. The catalyst class is: 3. (5) Reactant: [C:1]1(/[C:7](/[C:10]2[CH:11]=[N:12][C:13]3[C:18]([C:19]=2[C:20]2[CH:25]=[CH:24][CH:23]=[CH:22][CH:21]=2)=[CH:17][CH:16]=[CH:15][C:14]=3[C:26]([F:29])([F:28])[F:27])=[N:8]\[OH:9])[CH:6]=[CH:5][CH:4]=[CH:3][CH:2]=1.[H-].[Na+].I[CH3:33]. Product: [CH3:33][O:9]/[N:8]=[C:7](\[C:1]1[CH:6]=[CH:5][CH:4]=[CH:3][CH:2]=1)/[C:10]1[CH:11]=[N:12][C:13]2[C:18]([C:19]=1[C:20]1[CH:21]=[CH:22][CH:23]=[CH:24][CH:25]=1)=[CH:17][CH:16]=[CH:15][C:14]=2[C:26]([F:29])([F:27])[F:28]. The catalyst class is: 3.